Dataset: Peptide-MHC class II binding affinity with 134,281 pairs from IEDB. Task: Regression. Given a peptide amino acid sequence and an MHC pseudo amino acid sequence, predict their binding affinity value. This is MHC class II binding data. The peptide sequence is GILHNLSDLYALITE. The MHC is DRB4_0101 with pseudo-sequence DRB4_0103. The binding affinity (normalized) is 0.516.